The task is: Predict the reactants needed to synthesize the given product.. This data is from Full USPTO retrosynthesis dataset with 1.9M reactions from patents (1976-2016). (1) Given the product [BrH:1].[Cl:15][C:8]1[CH:9]=[CH:10][CH:11]=[C:12]2[C:7]=1[CH:6]=[C:5]([C:3]1[N:19]3[CH2:20][CH2:21][N:17]=[C:18]3[S:22][C:2]=1[CH3:16])[CH:14]=[CH:13]2, predict the reactants needed to synthesize it. The reactants are: [Br:1][CH:2]([CH3:16])[C:3]([C:5]1[CH:14]=[CH:13][C:12]2[C:7](=[C:8]([Cl:15])[CH:9]=[CH:10][CH:11]=2)[CH:6]=1)=O.[NH:17]1[CH2:21][CH2:20][NH:19][C:18]1=[S:22].CC(O)=O. (2) Given the product [CH2:29]([O:36]/[N:37]=[C:38]1\[CH2:39][CH2:40][C:41]2[C:46]\1=[CH:45][CH:44]=[C:43]([C:2]1[CH:3]=[N:4][N:5]([CH:7]3[CH2:8][CH2:9][N:10]([C:13]([O:15][CH2:16][C:17]4[CH:22]=[CH:21][CH:20]=[CH:19][CH:18]=4)=[O:14])[CH2:11][CH2:12]3)[C:6]=1[C:7]1[CH:12]=[CH:11][N:10]=[CH:9][CH:8]=1)[CH:42]=2)[C:30]1[CH:35]=[CH:34][CH:33]=[CH:32][CH:31]=1, predict the reactants needed to synthesize it. The reactants are: Br[C:2]1[C:3](C2C=CN=CC=2)=[N:4][N:5]([CH:7]2[CH2:12][CH2:11][N:10]([C:13]([O:15][CH2:16][C:17]3[CH:22]=[CH:21][CH:20]=[CH:19][CH:18]=3)=[O:14])[CH2:9][CH2:8]2)[CH:6]=1.[CH2:29]([O:36]/[N:37]=[C:38]1\[CH2:39][CH2:40][C:41]2[C:46]\1=[CH:45][CH:44]=[C:43](B(O)O)[CH:42]=2)[C:30]1[CH:35]=[CH:34][CH:33]=[CH:32][CH:31]=1.C(=O)([O-])[O-].[K+].[K+]. (3) Given the product [Cl:49][C:23]1[C:24]([CH2:29][O:30][C:31]2[C:39]3[N:38]=[C:37]([O:40][CH3:41])[N:36]([CH2:42][C:43]4[CH:48]=[CH:47][CH:46]=[CH:45][N:44]=4)[C:35]=3[CH:34]=[CH:33][CH:32]=2)=[C:25]([Cl:28])[CH:26]=[CH:27][C:22]=1[N:20]([CH3:21])[C:18](=[O:19])[CH2:17][NH:16][C:13](=[O:15])[CH2:12][CH2:11][C:8]1[CH:9]=[N:64][C:5]([C:3]([NH:2][CH3:1])=[O:4])=[N:6][CH:7]=1, predict the reactants needed to synthesize it. The reactants are: [CH3:1][NH:2][C:3]([C:5]1C=[CH:9][C:8]([CH2:11][CH2:12][C:13]([OH:15])=O)=[CH:7][N:6]=1)=[O:4].[NH2:16][CH2:17][C:18]([N:20]([C:22]1[CH:27]=[CH:26][C:25]([Cl:28])=[C:24]([CH2:29][O:30][C:31]2[C:39]3[N:38]=[C:37]([O:40][CH3:41])[N:36]([CH2:42][C:43]4[CH:48]=[CH:47][CH:46]=[CH:45][N:44]=4)[C:35]=3[CH:34]=[CH:33][CH:32]=2)[C:23]=1[Cl:49])[CH3:21])=[O:19].ClC1C(COC2C3N=C(OC)[N:64](CC4C=CC=CN=4)C=3C=CC=2)=C(Cl)C=CC=1N(C)C(=O)CNC(=O)CCC1C=CC(C(NCCOC)=O)=CC=1. (4) Given the product [Br:16][C:17]1[CH:22]=[C:21]([C:2]23[CH2:11][CH:6]4[CH2:7][CH:8]([CH2:10][CH:4]([CH2:5]4)[CH2:3]2)[CH2:9]3)[CH:20]=[C:19]([Br:23])[CH:18]=1, predict the reactants needed to synthesize it. The reactants are: Br[C:2]12[CH2:11][CH:6]3[CH2:7][CH:8]([CH2:10][CH:4]([CH2:5]3)[CH2:3]1)[CH2:9]2.[Br-].[Al+3].[Br-].[Br-].[Br:16][C:17]1[CH:22]=[CH:21][CH:20]=[C:19]([Br:23])[CH:18]=1. (5) Given the product [Cl:1][C:2]1[CH:12]=[CH:11][C:5]([C:6]2[N:10]=[CH:9][N:8]([CH3:13])[N:7]=2)=[CH:4][N:3]=1, predict the reactants needed to synthesize it. The reactants are: [Cl:1][C:2]1[CH:12]=[CH:11][C:5]([C:6](=[NH:10])[NH:7][NH:8][CH3:9])=[CH:4][N:3]=1.[CH:13](O)=O. (6) The reactants are: [CH3:1][O:2][C:3]1[CH:8]=[C:7]([O:9][CH3:10])[CH:6]=[CH:5][C:4]=1[C:11]1[C:19]2[C:14](=[N:15][C:16]([NH2:20])=[N:17][CH:18]=2)[N:13]([CH3:21])[N:12]=1.[Cl:22]N1C(=O)N(Cl)C(=O)N(Cl)C1=O. Given the product [Cl:22][C:6]1[C:7]([O:9][CH3:10])=[CH:8][C:3]([O:2][CH3:1])=[C:4]([C:11]2[C:19]3[C:14](=[N:15][C:16]([NH2:20])=[N:17][CH:18]=3)[N:13]([CH3:21])[N:12]=2)[CH:5]=1, predict the reactants needed to synthesize it. (7) Given the product [Si:27]([O:34][CH2:35][CH2:36][N:37]([CH:38]([CH3:40])[CH3:39])[C:24]([C:10]1[NH:11][C:12]([CH2:16][C:17]2[CH:22]=[CH:21][CH:20]=[CH:19][C:18]=2[Br:23])=[N:13][C:14](=[O:15])[C:9]=1[O:8][CH2:1][C:2]1[CH:7]=[CH:6][CH:5]=[CH:4][CH:3]=1)=[O:26])([C:30]([CH3:33])([CH3:32])[CH3:31])([CH3:29])[CH3:28], predict the reactants needed to synthesize it. The reactants are: [CH2:1]([O:8][C:9]1[C:14](=[O:15])[N:13]=[C:12]([CH2:16][C:17]2[CH:22]=[CH:21][CH:20]=[CH:19][C:18]=2[Br:23])[NH:11][C:10]=1[C:24]([OH:26])=O)[C:2]1[CH:7]=[CH:6][CH:5]=[CH:4][CH:3]=1.[Si:27]([O:34][CH2:35][CH2:36][NH:37][CH:38]([CH3:40])[CH3:39])([C:30]([CH3:33])([CH3:32])[CH3:31])([CH3:29])[CH3:28].O=P(Cl)(Cl)Cl.